From a dataset of Full USPTO retrosynthesis dataset with 1.9M reactions from patents (1976-2016). Predict the reactants needed to synthesize the given product. (1) Given the product [CH2:1]([N:3]1[C:8]2[N:9]=[C:10]([S:13]([CH3:14])=[O:30])[N:11]=[CH:12][C:7]=2[CH:6]=[C:5]([C:15]2[CH:16]=[CH:17][CH:18]=[CH:19][CH:20]=2)[C:4]1=[O:21])[CH3:2], predict the reactants needed to synthesize it. The reactants are: [CH2:1]([N:3]1[C:8]2[N:9]=[C:10]([S:13][CH3:14])[N:11]=[CH:12][C:7]=2[CH:6]=[C:5]([C:15]2[CH:20]=[CH:19][CH:18]=[CH:17][CH:16]=2)[C:4]1=[O:21])[CH3:2].ClC1C=CC=C(C(OO)=[O:30])C=1. (2) Given the product [F:21][C:16]1[CH:17]=[CH:18][CH:19]=[CH:20][C:15]=1[N:7]1[CH2:8][C:9]2[CH:14]=[CH:13][CH:12]=[CH:11][C:10]=2[N:5]([CH2:4][CH2:3][CH2:2][NH:25][CH3:24])[S:6]1(=[O:23])=[O:22], predict the reactants needed to synthesize it. The reactants are: Br[CH2:2][CH2:3][CH2:4][N:5]1[C:10]2[CH:11]=[CH:12][CH:13]=[CH:14][C:9]=2[CH2:8][N:7]([C:15]2[CH:20]=[CH:19][CH:18]=[CH:17][C:16]=2[F:21])[S:6]1(=[O:23])=[O:22].[CH3:24][NH2:25].C(=O)(O)[O-].[Na+]. (3) Given the product [Cl:1][C:2]1[CH:3]=[CH:4][C:5]2[S:20][C:16]3[C:17](=[CH:18][CH:19]=[C:14]([O:13][CH3:12])[CH:15]=3)[C:7](=[O:9])[C:6]=2[CH:10]=1, predict the reactants needed to synthesize it. The reactants are: [Cl:1][C:2]1[CH:3]=[CH:4][C:5](I)=[C:6]([CH:10]=1)[C:7]([OH:9])=O.[CH3:12][O:13][C:14]1[CH:15]=[C:16]([SH:20])[CH:17]=[CH:18][CH:19]=1. (4) Given the product [Cl:17][C:11]1[CH:12]=[CH:13][CH:14]=[C:15]([F:16])[C:10]=1[CH:7]1[NH:6][C:5]2[CH:18]=[CH:19][C:2]([C:25]3[CH:26]=[N:27][C:22]([O:21][CH3:20])=[CH:23][C:24]=3[CH3:31])=[CH:3][C:4]=2[O:9][CH2:8]1, predict the reactants needed to synthesize it. The reactants are: Br[C:2]1[CH:19]=[CH:18][C:5]2[NH:6][CH:7]([C:10]3[C:15]([F:16])=[CH:14][CH:13]=[CH:12][C:11]=3[Cl:17])[CH2:8][O:9][C:4]=2[CH:3]=1.[CH3:20][O:21][C:22]1[N:27]=[CH:26][C:25](B(O)O)=[C:24]([CH3:31])[CH:23]=1.